Dataset: Full USPTO retrosynthesis dataset with 1.9M reactions from patents (1976-2016). Task: Predict the reactants needed to synthesize the given product. (1) Given the product [F:32][C:29]([F:30])([F:31])[C:26]1[CH:27]=[CH:28][C:23]([CH2:22][CH2:21][N:18]2[CH2:17][CH2:16][N:15]([C:12]3[CH:13]=[CH:14][C:9]([OH:8])=[CH:10][CH:11]=3)[CH2:20][CH2:19]2)=[CH:24][CH:25]=1, predict the reactants needed to synthesize it. The reactants are: C([O:8][C:9]1[CH:14]=[CH:13][C:12]([N:15]2[CH2:20][CH2:19][N:18]([CH2:21][CH2:22][C:23]3[CH:28]=[CH:27][C:26]([C:29]([F:32])([F:31])[F:30])=[CH:25][CH:24]=3)[CH2:17][CH2:16]2)=[CH:11][CH:10]=1)C1C=CC=CC=1. (2) The reactants are: [F:1][C:2]1[CH:7]=[CH:6][C:5]([NH:8][C:9]2[O:10][CH2:11][C:12](=[O:21])[C:13]=2[C:14]([O:16][CH2:17][CH2:18][O:19][CH3:20])=[O:15])=[CH:4][CH:3]=1.[NH:22]1[C:30]2[C:25](=[CH:26][CH:27]=[CH:28][N:29]=2)[C:24]([CH:31]=O)=[CH:23]1.N1CCC[C@H]1C(O)=O. Given the product [NH:22]1[C:30]2=[N:29][CH:28]=[CH:27][CH:26]=[C:25]2[C:24]([CH:31]=[C:11]2[O:10][C:9]([NH:8][C:5]3[CH:4]=[CH:3][C:2]([F:1])=[CH:7][CH:6]=3)=[C:13]([C:14]([O:16][CH2:17][CH2:18][O:19][CH3:20])=[O:15])[C:12]2=[O:21])=[CH:23]1, predict the reactants needed to synthesize it. (3) Given the product [Cl:16][C:17]1[CH:22]=[CH:21][C:20]([O:1][C:2]2[CH:3]=[C:4]([CH:10]3[CH2:14][NH:13][C:12](=[O:15])[CH2:11]3)[CH:5]=[CH:6][C:7]=2[O:8][CH3:9])=[CH:19][CH:18]=1, predict the reactants needed to synthesize it. The reactants are: [OH:1][C:2]1[CH:3]=[C:4]([CH:10]2[CH2:14][NH:13][C:12](=[O:15])[CH2:11]2)[CH:5]=[CH:6][C:7]=1[O:8][CH3:9].[Cl:16][C:17]1[CH:22]=[CH:21][C:20](B(O)O)=[CH:19][CH:18]=1.C(N(CC)CC)C.